From a dataset of Full USPTO retrosynthesis dataset with 1.9M reactions from patents (1976-2016). Predict the reactants needed to synthesize the given product. Given the product [Br:1][C:2]1[CH:3]=[C:4]2[C:8](=[C:9]([C:11]([OH:13])=[O:12])[CH:10]=1)[NH:7][CH:6]=[CH:5]2, predict the reactants needed to synthesize it. The reactants are: [Br:1][C:2]1[CH:3]=[C:4]2[C:8](=[C:9]([C:11]([O:13]C)=[O:12])[CH:10]=1)[NH:7][CH:6]=[CH:5]2.[OH-].[Li+].